This data is from Kir2.1 potassium channel HTS with 301,493 compounds. The task is: Binary Classification. Given a drug SMILES string, predict its activity (active/inactive) in a high-throughput screening assay against a specified biological target. (1) The compound is o1nc(nc1CN1CCN(C2CCCC2)CC1)c1nccnc1. The result is 0 (inactive). (2) The molecule is o1c2c(c3c1cccc3)cc(Oc1ncccn1)cc2. The result is 0 (inactive).